From a dataset of Forward reaction prediction with 1.9M reactions from USPTO patents (1976-2016). Predict the product of the given reaction. (1) The product is: [Br:23][C:24]1[CH:32]=[CH:31][CH:30]=[C:29]2[C:25]=1/[C:26](=[CH:21]/[C:3]1[NH:4][C:5]3[CH2:11][CH2:10][CH2:9][N:8]([CH2:12][CH2:13][N:14]4[CH2:19][CH2:18][CH2:17][CH2:16][CH2:15]4)[C:7](=[O:20])[C:6]=3[C:2]=1[CH3:1])/[C:27](=[O:33])[NH:28]2. Given the reactants [CH3:1][C:2]1[C:6]2[C:7](=[O:20])[N:8]([CH2:12][CH2:13][N:14]3[CH2:19][CH2:18][CH2:17][CH2:16][CH2:15]3)[CH2:9][CH2:10][CH2:11][C:5]=2[NH:4][C:3]=1[CH:21]=O.[Br:23][C:24]1[CH:32]=[CH:31][CH:30]=[C:29]2[C:25]=1[CH2:26][C:27](=[O:33])[NH:28]2, predict the reaction product. (2) Given the reactants [Cl:1][C:2]1[CH:3]=[C:4]2[C:9](=[CH:10][C:11]=1[N:12]1[CH2:17][C:16]3[C:18]([CH:22]4[CH2:24][CH2:23]4)=[N:19][CH:20]=[CH:21][C:15]=3[NH:14][C:13]1=[O:25])[O:8][CH:7]([C:26]1[C:31](F)=[CH:30][CH:29]=[CH:28][N:27]=1)[CH2:6][CH2:5]2.[CH3:33][O-:34].[Na+].CO, predict the reaction product. The product is: [Cl:1][C:2]1[CH:3]=[C:4]2[C:9](=[CH:10][C:11]=1[N:12]1[CH2:17][C:16]3[C:18]([CH:22]4[CH2:24][CH2:23]4)=[N:19][CH:20]=[CH:21][C:15]=3[NH:14][C:13]1=[O:25])[O:8][CH:7]([C:26]1[C:31]([O:34][CH3:33])=[CH:30][CH:29]=[CH:28][N:27]=1)[CH2:6][CH2:5]2. (3) Given the reactants Cl[C:2]1[N:7]=[C:6]([C:8]([NH:10][C:11]2[CH:19]=[C:18]([C:20]3[CH:28]=[CH:27][CH:26]=[C:25]4[C:21]=3[CH:22]=[CH:23][NH:24]4)[CH:17]=[C:16]3[C:12]=2[CH:13]=[N:14][NH:15]3)=[O:9])[CH:5]=[CH:4][CH:3]=1.[CH3:29][NH:30][CH3:31].CCN(C(C)C)C(C)C, predict the reaction product. The product is: [CH3:29][N:30]([CH3:31])[C:2]1[N:7]=[C:6]([C:8]([NH:10][C:11]2[CH:19]=[C:18]([C:20]3[CH:28]=[CH:27][CH:26]=[C:25]4[C:21]=3[CH:22]=[CH:23][NH:24]4)[CH:17]=[C:16]3[C:12]=2[CH:13]=[N:14][NH:15]3)=[O:9])[CH:5]=[CH:4][CH:3]=1. (4) Given the reactants [CH:1]1([N:4]2[CH:8]=[N:7][N:6]=[C:5]2[C:9]2[CH:14]=[CH:13][N:12]=[CH:11][CH:10]=2)[CH2:3][CH2:2]1.[CH2:15]=[O:16], predict the reaction product. The product is: [CH:1]1([N:4]2[C:5]([C:9]3[CH:10]=[CH:11][N:12]=[CH:13][CH:14]=3)=[N:6][N:7]=[C:8]2[CH2:15][OH:16])[CH2:3][CH2:2]1.